This data is from NCI-60 drug combinations with 297,098 pairs across 59 cell lines. The task is: Regression. Given two drug SMILES strings and cell line genomic features, predict the synergy score measuring deviation from expected non-interaction effect. (1) Drug 1: CC1C(C(CC(O1)OC2CC(CC3=C2C(=C4C(=C3O)C(=O)C5=C(C4=O)C(=CC=C5)OC)O)(C(=O)C)O)N)O.Cl. Drug 2: C1CC(C1)(C(=O)O)C(=O)O.[NH2-].[NH2-].[Pt+2]. Cell line: SK-MEL-5. Synergy scores: CSS=36.4, Synergy_ZIP=-7.50, Synergy_Bliss=1.58, Synergy_Loewe=0.918, Synergy_HSA=0.908. (2) Drug 1: CC1=C2C(C(=O)C3(C(CC4C(C3C(C(C2(C)C)(CC1OC(=O)C(C(C5=CC=CC=C5)NC(=O)OC(C)(C)C)O)O)OC(=O)C6=CC=CC=C6)(CO4)OC(=O)C)O)C)O. Drug 2: C1=NC(=NC(=O)N1C2C(C(C(O2)CO)O)O)N. Cell line: EKVX. Synergy scores: CSS=2.15, Synergy_ZIP=1.48, Synergy_Bliss=2.66, Synergy_Loewe=1.93, Synergy_HSA=1.27.